This data is from Forward reaction prediction with 1.9M reactions from USPTO patents (1976-2016). The task is: Predict the product of the given reaction. Given the reactants [CH2:1]([O:3][CH:4]([O:18][CH2:19][CH3:20])[C@@H:5]([NH:7]C(=O)OCC1C=CC=CC=1)[CH3:6])[CH3:2].[H][H], predict the reaction product. The product is: [CH2:1]([O:3][CH:4]([O:18][CH2:19][CH3:20])[C@@H:5]([NH2:7])[CH3:6])[CH3:2].